From a dataset of TCR-epitope binding with 47,182 pairs between 192 epitopes and 23,139 TCRs. Binary Classification. Given a T-cell receptor sequence (or CDR3 region) and an epitope sequence, predict whether binding occurs between them. (1) The epitope is AMFWSVPTV. The TCR CDR3 sequence is CASSFTAGLNTEAFF. Result: 1 (the TCR binds to the epitope). (2) The epitope is GLCTLVAML. The TCR CDR3 sequence is CASSSQLWREEIEQFF. Result: 1 (the TCR binds to the epitope). (3) The epitope is SEPVLKGVKL. The TCR CDR3 sequence is CASSLNFVGLAGGVDTQYF. Result: 0 (the TCR does not bind to the epitope).